This data is from Catalyst prediction with 721,799 reactions and 888 catalyst types from USPTO. The task is: Predict which catalyst facilitates the given reaction. Reactant: [CH3:1][O:2][C:3](=[O:20])[C:4]1[CH:9]=[CH:8][C:7]([CH2:10][C:11]([C:13]2[CH:18]=[CH:17][C:16]([F:19])=[CH:15][CH:14]=2)=[O:12])=[CH:6][CH:5]=1.[H-].[Na+].[CH2:23](Br)[CH:24]=[CH:25][C:26]1[CH:31]=[CH:30][CH:29]=[CH:28][CH:27]=1. Product: [F:19][C:16]1[CH:15]=[CH:14][C:13]([C:11]([CH:10]([C:7]2[CH:6]=[CH:5][C:4]([C:3]([O:2][CH3:1])=[O:20])=[CH:9][CH:8]=2)[CH2:23]/[CH:24]=[CH:25]/[C:26]2[CH:31]=[CH:30][CH:29]=[CH:28][CH:27]=2)=[O:12])=[CH:18][CH:17]=1. The catalyst class is: 3.